Dataset: Full USPTO retrosynthesis dataset with 1.9M reactions from patents (1976-2016). Task: Predict the reactants needed to synthesize the given product. (1) Given the product [CH3:17][O:16][C:8]1[C:6]2[CH:7]=[C:3]([CH2:2][N:18]3[CH2:23][CH2:22][N:21]([CH2:2][C:3]4[S:4][C:5]5[CH:11]=[C:10]([O:12][CH3:13])[C:9]([O:14][CH3:15])=[C:8]([O:16][CH3:17])[C:6]=5[CH:7]=4)[CH2:20][CH2:19]3)[S:4][C:5]=2[CH:11]=[C:10]([O:12][CH3:13])[C:9]=1[O:14][CH3:15], predict the reactants needed to synthesize it. The reactants are: Cl[CH2:2][C:3]1[S:4][C:5]2[CH:11]=[C:10]([O:12][CH3:13])[C:9]([O:14][CH3:15])=[C:8]([O:16][CH3:17])[C:6]=2[CH:7]=1.[NH:18]1[CH2:23][CH2:22][NH:21][CH2:20][CH2:19]1. (2) Given the product [OH:38][C@@H:37]([CH2:39][OH:40])[CH2:36][N:13]([CH2:12][C:11]1[C:10]2[C:5](=[CH:6][CH:7]=[C:8]([O:34][CH3:35])[N:9]=2)[N:4]=[CH:3][C:2]=1[F:1])[CH2:14][CH2:15][CH2:16][CH:17]1[O:21][C:20](=[O:22])[N:19]([C:23]2[CH:24]=[CH:25][C:26]3[S:31][CH2:30][C:29](=[O:32])[NH:28][C:27]=3[CH:33]=2)[CH2:18]1, predict the reactants needed to synthesize it. The reactants are: [F:1][C:2]1[CH:3]=[N:4][C:5]2[C:10]([C:11]=1[CH2:12][NH:13][CH2:14][CH2:15][CH2:16][CH:17]1[O:21][C:20](=[O:22])[N:19]([C:23]3[CH:24]=[CH:25][C:26]4[S:31][CH2:30][C:29](=[O:32])[NH:28][C:27]=4[CH:33]=3)[CH2:18]1)=[N:9][C:8]([O:34][CH3:35])=[CH:7][CH:6]=2.[CH2:36]1[O:38][C@H:37]1[CH2:39][OH:40]. (3) Given the product [CH3:18][C:16]1([CH3:19])[C:15]2[C:10](=[CH:11][CH:12]=[C:13]([C:20]([OH:22])=[O:21])[CH:14]=2)[NH:9][CH:8]([C:6]2[CH:7]=[C:2]([N:26]3[CH2:27][CH2:28][O:24][C:25]3=[O:29])[CH:3]=[CH:4][C:5]=2[CH3:23])[CH2:17]1, predict the reactants needed to synthesize it. The reactants are: Br[C:2]1[CH:3]=[CH:4][C:5]([CH3:23])=[C:6]([CH:8]2[CH2:17][C:16]([CH3:19])([CH3:18])[C:15]3[C:10](=[CH:11][CH:12]=[C:13]([C:20]([OH:22])=[O:21])[CH:14]=3)[NH:9]2)[CH:7]=1.[O:24]1[CH2:28][CH2:27][NH:26][C:25]1=[O:29].CNCCNC.C(=O)([O-])[O-].[K+].[K+]. (4) Given the product [CH2:1]([O:8][C:9]1[CH:14]=[CH:13][C:12]([Br:15])=[CH:11][C:10]=1[CH:16]([C:20]1[CH:25]=[CH:24][CH:23]=[CH:22][CH:21]=1)[CH2:17][CH2:18][O:19][S:39]([C:36]1[CH:37]=[CH:38][C:33]([CH3:43])=[CH:34][CH:35]=1)(=[O:41])=[O:40])[C:2]1[CH:3]=[CH:4][CH:5]=[CH:6][CH:7]=1, predict the reactants needed to synthesize it. The reactants are: [CH2:1]([O:8][C:9]1[CH:14]=[CH:13][C:12]([Br:15])=[CH:11][C:10]=1[CH:16]([C:20]1[CH:25]=[CH:24][CH:23]=[CH:22][CH:21]=1)[CH2:17][CH2:18][OH:19])[C:2]1[CH:7]=[CH:6][CH:5]=[CH:4][CH:3]=1.C(N(CC)CC)C.[C:33]1([CH3:43])[CH:38]=[CH:37][C:36]([S:39](Cl)(=[O:41])=[O:40])=[CH:35][CH:34]=1.Cl. (5) The reactants are: [Cl:1][C:2]1[CH:33]=[CH:32][C:5]([CH2:6][CH:7]2[CH2:11][CH2:10][C:9]([CH2:13]OS(C3C=CC(C)=CC=3)(=O)=O)([CH3:12])[C:8]2([OH:31])[CH2:25][N:26]2[CH:30]=[N:29][CH:28]=[N:27]2)=[CH:4][CH:3]=1.[Cl-:34].[Li+].C(OCC)(=O)C. Given the product [Cl:1][C:2]1[CH:33]=[CH:32][C:5]([CH2:6][CH:7]2[C:8]([CH2:25][N:26]3[CH:30]=[N:29][CH:28]=[N:27]3)([OH:31])[C:9]([CH2:13][Cl:34])([CH3:12])[CH2:10][CH2:11]2)=[CH:4][CH:3]=1, predict the reactants needed to synthesize it. (6) Given the product [C:20]([N:23]1[CH2:30][CH2:29][C:28](=[O:31])[NH:27][CH2:26][C:25]2[CH:32]=[C:33]([NH:36][C:2]3[N:7]=[C:6]([NH:8][C:9]4[CH:18]=[CH:17][CH:16]=[CH:15][C:10]=4[O:11][CH2:12][C:13]#[N:14])[C:5]([Cl:19])=[CH:4][N:3]=3)[CH:34]=[CH:35][C:24]1=2)(=[O:22])[CH3:21], predict the reactants needed to synthesize it. The reactants are: Cl[C:2]1[N:7]=[C:6]([NH:8][C:9]2[CH:18]=[CH:17][CH:16]=[CH:15][C:10]=2[O:11][CH2:12][C:13]#[N:14])[C:5]([Cl:19])=[CH:4][N:3]=1.[C:20]([N:23]1[CH2:30][CH2:29][C:28](=[O:31])[NH:27][CH2:26][C:25]2[CH:32]=[C:33]([NH2:36])[CH:34]=[CH:35][C:24]1=2)(=[O:22])[CH3:21].